Dataset: Full USPTO retrosynthesis dataset with 1.9M reactions from patents (1976-2016). Task: Predict the reactants needed to synthesize the given product. Given the product [CH:1]1([CH:7]([NH:18][C:19]2[CH:20]=[CH:21][C:22]([C:25]([NH:27][CH2:28][CH2:29][C:30]([OH:32])=[O:31])=[O:26])=[N:23][CH:24]=2)[C:8]2[S:9][C:10]3[CH:17]=[CH:16][CH:15]=[CH:14][C:11]=3[C:12]=2[CH3:13])[CH2:6][CH2:5][CH2:4][CH2:3][CH2:2]1, predict the reactants needed to synthesize it. The reactants are: [CH:1]1([CH:7]([NH:18][C:19]2[CH:20]=[CH:21][C:22]([C:25]([NH:27][CH2:28][CH2:29][C:30]([O:32]CC)=[O:31])=[O:26])=[N:23][CH:24]=2)[C:8]2[S:9][C:10]3[CH:17]=[CH:16][CH:15]=[CH:14][C:11]=3[C:12]=2[CH3:13])[CH2:6][CH2:5][CH2:4][CH2:3][CH2:2]1.O1CCCC1.[OH-].[Na+].